This data is from Full USPTO retrosynthesis dataset with 1.9M reactions from patents (1976-2016). The task is: Predict the reactants needed to synthesize the given product. (1) Given the product [CH:1]1([N:4]2[CH2:9][CH2:8][N:7]([C:10]3[S:11][C:12]4[CH:18]=[C:17]([CH2:19][N:21]5[CH2:26][CH2:25][O:24][CH2:23][CH2:22]5)[CH:16]=[CH:15][C:13]=4[N:14]=3)[CH2:6][CH2:5]2)[CH2:3][CH2:2]1, predict the reactants needed to synthesize it. The reactants are: [CH:1]1([N:4]2[CH2:9][CH2:8][N:7]([C:10]3[S:11][C:12]4[CH:18]=[C:17]([CH:19]=O)[CH:16]=[CH:15][C:13]=4[N:14]=3)[CH2:6][CH2:5]2)[CH2:3][CH2:2]1.[NH:21]1[CH2:26][CH2:25][O:24][CH2:23][CH2:22]1.C(O)(=O)C.[BH3-]C#N.[Na+]. (2) Given the product [CH3:20][NH:21][C:2]1[CH:7]=[CH:6][C:5]([B:8]2[O:12][C:11]([CH3:14])([CH3:13])[C:10]([CH3:16])([CH3:15])[O:9]2)=[CH:4][N:3]=1, predict the reactants needed to synthesize it. The reactants are: Cl[C:2]1[CH:7]=[CH:6][C:5]([B:8]2[O:12][C:11]([CH3:14])([CH3:13])[C:10]([CH3:16])([CH3:15])[O:9]2)=[CH:4][N:3]=1.CN.C[CH2:20][N:21](C(C)C)C(C)C. (3) Given the product [Cl-:1].[CH:2]1([CH2:15][NH+:16]([CH3:18])[CH2:17][CH3:20])[C:14]2[N:6]([N:7]=[C:8]3[C:13]=2[CH:12]=[CH:11][CH:10]=[CH:9]3)[CH2:5][CH2:4][O:3]1, predict the reactants needed to synthesize it. The reactants are: [Cl-:1].[C@H:2]1([CH2:15][NH+:16]([CH3:18])[CH3:17])[C:14]2[N:6]([N:7]=[C:8]3[C:13]=2[CH:12]=[CH:11][CH:10]=[CH:9]3)[CH2:5][CH2:4][O:3]1.Cl.[CH:20]1(CNCC)C2N(N=C3C=2C=CC=C3)CCO1. (4) Given the product [Cl:1][C:2]1[CH:10]=[CH:9][C:5]([C:6]([N:16]2[CH2:17][CH2:18][N:13]([CH3:12])[CH2:14][CH2:15]2)=[O:8])=[C:4]([I:11])[CH:3]=1, predict the reactants needed to synthesize it. The reactants are: [Cl:1][C:2]1[CH:10]=[CH:9][C:5]([C:6]([OH:8])=O)=[C:4]([I:11])[CH:3]=1.[CH3:12][N:13]1[CH2:18][CH2:17][NH:16][CH2:15][CH2:14]1.C(Cl)Cl.